Dataset: Forward reaction prediction with 1.9M reactions from USPTO patents (1976-2016). Task: Predict the product of the given reaction. (1) The product is: [CH2:34]([O:36][C:37](=[O:48])[CH2:38][C:39]1[CH:40]=[N:41][C:42]([O:46][CH3:47])=[C:43]([C:13]2[CH:14]=[CH:15][C:16]([C:18]([F:19])([F:20])[F:21])=[CH:17][C:12]=2[CH2:11][N:10]([CH2:31][CH3:32])[C:9]([NH:8][CH2:1][C:2]2[CH:7]=[CH:6][CH:5]=[CH:4][CH:3]=2)=[O:33])[CH:44]=1)[CH3:35]. Given the reactants [CH2:1]([NH:8][C:9](=[O:33])[N:10]([CH2:31][CH3:32])[CH2:11][C:12]1[CH:17]=[C:16]([C:18]([F:21])([F:20])[F:19])[CH:15]=[CH:14][C:13]=1B1OC(C)(C)C(C)(C)O1)[C:2]1[CH:7]=[CH:6][CH:5]=[CH:4][CH:3]=1.[CH2:34]([O:36][C:37](=[O:48])[CH2:38][C:39]1[CH:40]=[N:41][C:42]([O:46][CH3:47])=[C:43](Br)[CH:44]=1)[CH3:35], predict the reaction product. (2) Given the reactants [F:1][C:2]1[CH:3]=[C:4]([CH:9]=[CH:10][C:11]=1[N:12]1[CH2:17][CH2:16][CH:15]([CH3:18])[CH2:14][CH2:13]1)[C:5]([O:7]C)=[O:6].[OH-].[Li+], predict the reaction product. The product is: [F:1][C:2]1[CH:3]=[C:4]([CH:9]=[CH:10][C:11]=1[N:12]1[CH2:17][CH2:16][CH:15]([CH3:18])[CH2:14][CH2:13]1)[C:5]([OH:7])=[O:6]. (3) Given the reactants [CH2:1]([C:3]1[N:4]=[C:5]2[CH:10]=[CH:9][C:8]([CH:11]3[CH2:16][CH2:15][NH:14][CH2:13][CH2:12]3)=[CH:7][N:6]2[C:17]=1[NH:18][CH3:19])[CH3:2].[CH3:20][C:21]([O:24][C:25](O[C:25]([O:24][C:21]([CH3:23])([CH3:22])[CH3:20])=[O:26])=[O:26])([CH3:23])[CH3:22], predict the reaction product. The product is: [C:21]([O:24][C:25]([N:14]1[CH2:15][CH2:16][CH:11]([C:8]2[CH:9]=[CH:10][C:5]3[N:6]([C:17]([NH:18][CH3:19])=[C:3]([CH2:1][CH3:2])[N:4]=3)[CH:7]=2)[CH2:12][CH2:13]1)=[O:26])([CH3:23])([CH3:22])[CH3:20]. (4) Given the reactants [F:1][C:2]1[CH:3]=[C:4]([C:14]2[N:19]=[CH:18][CH:17]=[CH:16][N:15]=2)[CH:5]=[CH:6][C:7]=1[N:8]1[CH2:13][CH2:12][NH:11][CH2:10][CH2:9]1.C(N(CC)CC)C.[Cl:27][CH2:28][C:29](Cl)=[O:30], predict the reaction product. The product is: [Cl:27][CH2:28][C:29]([N:11]1[CH2:12][CH2:13][N:8]([C:7]2[CH:6]=[CH:5][C:4]([C:14]3[N:15]=[CH:16][CH:17]=[CH:18][N:19]=3)=[CH:3][C:2]=2[F:1])[CH2:9][CH2:10]1)=[O:30]. (5) Given the reactants [Li+].[BH4-].C[O:4][C:5]([C:7]1[CH:8]=[CH:9][C:10]([C:13]([OH:15])=[O:14])=[N:11][CH:12]=1)=O.Cl, predict the reaction product. The product is: [OH:4][CH2:5][C:7]1[CH:8]=[CH:9][C:10]([C:13]([OH:15])=[O:14])=[N:11][CH:12]=1. (6) The product is: [ClH:19].[CH3:21][O:22][C:14](=[O:16])[C@H:3]([CH2:4][C:5]1[C:13]2[C:8](=[CH:9][CH:10]=[C:11]([OH:18])[CH:12]=2)[NH:7][CH:6]=1)[NH:2][CH3:1]. Given the reactants [CH3:1][NH:2][C@H:3]([C:14]([OH:16])=O)[CH2:4][C:5]1[C:13]2[C:8](=[CH:9][CH:10]=[CH:11][CH:12]=2)[NH:7][CH:6]=1.S(Cl)([Cl:19])=[O:18].[CH3:21][OH:22], predict the reaction product. (7) Given the reactants [AlH](CC(C)C)CC(C)C.[F:10][C:11]1[CH:12]=[CH:13][C:14]2[C:15]3[CH2:24][CH2:23][NH:22][C:21](=O)[C@H:20]([CH3:26])[C:16]=3[NH:17][C:18]=2[CH:19]=1, predict the reaction product. The product is: [F:10][C:11]1[CH:12]=[CH:13][C:14]2[C:15]3[CH2:24][CH2:23][NH:22][CH2:21][C@@H:20]([CH3:26])[C:16]=3[NH:17][C:18]=2[CH:19]=1. (8) The product is: [CH3:16][C@@H:13]([CH2:14][CH3:15])[C@H:5]([N:4]1[CH2:3][CH2:2][N:1]([CH2:23][C:21]2[N:22]=[C:18]([CH3:17])[S:19][CH:20]=2)[C:33]1=[O:36])[C:6]([O:8][C:9]([CH3:10])([CH3:11])[CH3:12])=[O:7]. Given the reactants [NH2:1][CH2:2][CH2:3][NH:4][C@@H:5]([C@@H:13]([CH3:16])[CH2:14][CH3:15])[C:6]([O:8][C:9]([CH3:12])([CH3:11])[CH3:10])=[O:7].[CH3:17][C:18]1[S:19][CH:20]=[C:21]([CH:23]=O)[N:22]=1.[BH4-].[Na+].[N+](C1C=C[C:33]([O:36]C(=O)OC2C=CC([N+]([O-])=O)=CC=2)=CC=1)([O-])=O, predict the reaction product. (9) Given the reactants [CH3:1][O:2][C:3]1[CH:8]=[CH:7][CH:6]=[CH:5][C:4]=1[C:9]1[N:14]=[CH:13][N:12]=[C:11]([NH:15][C:16]2[CH:17]=[C:18]([CH2:22][S:23]([NH2:26])(=[O:25])=[O:24])[CH:19]=[CH:20][CH:21]=2)[N:10]=1.Cl[C:28]1N=CN=C(NC2C=C(CS(N)(=O)=O)C=CC=2)N=1.C(OC1C=CC=CC=1B(O)O)C, predict the reaction product. The product is: [CH2:1]([O:2][C:3]1[CH:8]=[CH:7][CH:6]=[CH:5][C:4]=1[C:9]1[N:14]=[CH:13][N:12]=[C:11]([NH:15][C:16]2[CH:17]=[C:18]([CH2:22][S:23]([NH2:26])(=[O:25])=[O:24])[CH:19]=[CH:20][CH:21]=2)[N:10]=1)[CH3:28].